The task is: Regression. Given two drug SMILES strings and cell line genomic features, predict the synergy score measuring deviation from expected non-interaction effect.. This data is from NCI-60 drug combinations with 297,098 pairs across 59 cell lines. (1) Drug 1: CC1C(C(CC(O1)OC2CC(CC3=C2C(=C4C(=C3O)C(=O)C5=C(C4=O)C(=CC=C5)OC)O)(C(=O)C)O)N)O.Cl. Drug 2: CCN(CC)CCNC(=O)C1=C(NC(=C1C)C=C2C3=C(C=CC(=C3)F)NC2=O)C. Cell line: COLO 205. Synergy scores: CSS=38.4, Synergy_ZIP=3.53, Synergy_Bliss=6.55, Synergy_Loewe=-14.3, Synergy_HSA=3.08. (2) Drug 1: CC1C(C(CC(O1)OC2CC(CC3=C2C(=C4C(=C3O)C(=O)C5=C(C4=O)C(=CC=C5)OC)O)(C(=O)CO)O)N)O.Cl. Drug 2: C1=CC(=CC=C1CCCC(=O)O)N(CCCl)CCCl. Cell line: BT-549. Synergy scores: CSS=9.05, Synergy_ZIP=-2.48, Synergy_Bliss=2.51, Synergy_Loewe=4.13, Synergy_HSA=3.19. (3) Drug 2: CC1CCC2CC(C(=CC=CC=CC(CC(C(=O)C(C(C(=CC(C(=O)CC(OC(=O)C3CCCCN3C(=O)C(=O)C1(O2)O)C(C)CC4CCC(C(C4)OC)OCCO)C)C)O)OC)C)C)C)OC. Synergy scores: CSS=-11.8, Synergy_ZIP=3.28, Synergy_Bliss=-2.21, Synergy_Loewe=-19.3, Synergy_HSA=-13.0. Cell line: HCC-2998. Drug 1: CC1=C(C=C(C=C1)NC(=O)C2=CC=C(C=C2)CN3CCN(CC3)C)NC4=NC=CC(=N4)C5=CN=CC=C5. (4) Drug 1: CC1=C2C(C(=O)C3(C(CC4C(C3C(C(C2(C)C)(CC1OC(=O)C(C(C5=CC=CC=C5)NC(=O)C6=CC=CC=C6)O)O)OC(=O)C7=CC=CC=C7)(CO4)OC(=O)C)O)C)OC(=O)C. Drug 2: CC1=C(C(=CC=C1)Cl)NC(=O)C2=CN=C(S2)NC3=CC(=NC(=N3)C)N4CCN(CC4)CCO. Cell line: CCRF-CEM. Synergy scores: CSS=-2.97, Synergy_ZIP=-3.38, Synergy_Bliss=-9.89, Synergy_Loewe=-10.8, Synergy_HSA=-10.8. (5) Drug 1: C1CCN(CC1)CCOC2=CC=C(C=C2)C(=O)C3=C(SC4=C3C=CC(=C4)O)C5=CC=C(C=C5)O. Drug 2: CN(CC1=CN=C2C(=N1)C(=NC(=N2)N)N)C3=CC=C(C=C3)C(=O)NC(CCC(=O)O)C(=O)O. Cell line: MOLT-4. Synergy scores: CSS=58.5, Synergy_ZIP=0.741, Synergy_Bliss=-2.09, Synergy_Loewe=-29.4, Synergy_HSA=-2.95. (6) Drug 1: CS(=O)(=O)C1=CC(=C(C=C1)C(=O)NC2=CC(=C(C=C2)Cl)C3=CC=CC=N3)Cl. Drug 2: C(CCl)NC(=O)N(CCCl)N=O. Cell line: BT-549. Synergy scores: CSS=4.33, Synergy_ZIP=0.108, Synergy_Bliss=-0.251, Synergy_Loewe=-2.62, Synergy_HSA=-2.26.